The task is: Predict the reactants needed to synthesize the given product.. This data is from Full USPTO retrosynthesis dataset with 1.9M reactions from patents (1976-2016). (1) Given the product [F:1][C:2]1[CH:10]=[C:9]([F:11])[CH:8]=[CH:7][C:3]=1[C:4]([NH:12][C:13]1[CH:14]=[CH:15][C:16]([C:19](=[O:26])[CH2:20][CH2:21][C:22]([OH:24])=[O:23])=[CH:17][CH:18]=1)=[O:5], predict the reactants needed to synthesize it. The reactants are: [F:1][C:2]1[CH:10]=[C:9]([F:11])[CH:8]=[CH:7][C:3]=1[C:4](Cl)=[O:5].[NH2:12][C:13]1[CH:18]=[CH:17][C:16]([C:19](=[O:26])[CH2:20][CH2:21][C:22]([O:24]C)=[O:23])=[CH:15][CH:14]=1. (2) Given the product [Cl:1][C:2]1[CH:9]=[CH:8][C:5]2[C:6](=[O:11])[NH:7][S:10][C:4]=2[CH:3]=1, predict the reactants needed to synthesize it. The reactants are: [Cl:1][C:2]1[CH:9]=[CH:8][C:5]([C:6]#[N:7])=[C:4]([SH:10])[CH:3]=1.[OH:11]S(O)(=O)=O.C([O-])(O)=O.[Na+]. (3) The reactants are: [CH3:1][O:2][C:3]1[CH:20]=[CH:19][C:6]([CH2:7][O:8][C:9]2[C:10](=[O:18])[CH:11]=[C:12]([C:15]([OH:17])=O)O[CH:14]=2)=[CH:5][CH:4]=1.[CH2:21]([NH2:24])[CH2:22][NH2:23]. Given the product [CH3:1][O:2][C:3]1[CH:4]=[CH:5][C:6]([CH2:7][O:8][C:9]2[C:10](=[O:18])[CH:11]=[C:12]3[C:15](=[O:17])[NH:24][CH2:21][CH2:22][N:23]3[CH:14]=2)=[CH:19][CH:20]=1, predict the reactants needed to synthesize it. (4) The reactants are: [CH2:1]([O:3][C:4](=[O:34])[CH:5]=[CH:6][C:7]1[C:8]([O:14][CH2:15][C:16]([N:18]2[CH2:23][C@H:22]([CH3:24])[N:21]([CH2:25][C:26]3[CH:31]=[CH:30][C:29]([F:32])=[CH:28][CH:27]=3)[CH2:20][C@H:19]2[CH3:33])=[O:17])=[N:9][CH:10]=[C:11]([Cl:13])[CH:12]=1)[CH3:2].[H][H]. Given the product [CH2:1]([O:3][C:4](=[O:34])[CH2:5][CH2:6][C:7]1[C:8]([O:14][CH2:15][C:16]([N:18]2[CH2:23][C@H:22]([CH3:24])[N:21]([CH2:25][C:26]3[CH:31]=[CH:30][C:29]([F:32])=[CH:28][CH:27]=3)[CH2:20][C@H:19]2[CH3:33])=[O:17])=[N:9][CH:10]=[C:11]([Cl:13])[CH:12]=1)[CH3:2], predict the reactants needed to synthesize it. (5) Given the product [Cl:22][C:17]1[CH:16]=[C:15]([NH:14][C:5]2[C:4]3[C:9](=[CH:10][CH:11]=[C:2]([NH:29][C:30]4[CH:35]=[CH:34][CH:33]=[CH:32][CH:31]=4)[CH:3]=3)[N:8]=[CH:7][C:6]=2[C:12]#[N:13])[CH:20]=[CH:19][C:18]=1[F:21], predict the reactants needed to synthesize it. The reactants are: Br[C:2]1[CH:3]=[C:4]2[C:9](=[CH:10][CH:11]=1)[N:8]=[CH:7][C:6]([C:12]#[N:13])=[C:5]2[NH:14][C:15]1[CH:20]=[CH:19][C:18]([F:21])=[C:17]([Cl:22])[CH:16]=1.C([O-])([O-])=O.[Cs+].[Cs+].[NH2:29][C:30]1[CH:35]=[CH:34][CH:33]=[CH:32][CH:31]=1. (6) Given the product [CH3:1][O:2][C:3]1[CH:8]=[CH:7][CH:6]=[CH:5][C:4]=1[C:9]1[N:10]=[C:11]([O:14][CH2:16][C:17]2[C:22]([CH3:23])=[CH:21][CH:20]=[CH:19][C:18]=2[N:24]2[C:28](=[O:29])[N:27]([CH3:30])[N:26]=[N:25]2)[O:12][CH:13]=1, predict the reactants needed to synthesize it. The reactants are: [CH3:1][O:2][C:3]1[CH:8]=[CH:7][CH:6]=[CH:5][C:4]=1[C:9]1[NH:10][C:11](=[O:14])[O:12][CH:13]=1.Br[CH2:16][C:17]1[C:22]([CH3:23])=[CH:21][CH:20]=[CH:19][C:18]=1[N:24]1[C:28](=[O:29])[N:27]([CH3:30])[N:26]=[N:25]1.C(=O)([O-])[O-].[K+].[K+].CN(C)C=O.